This data is from Full USPTO retrosynthesis dataset with 1.9M reactions from patents (1976-2016). The task is: Predict the reactants needed to synthesize the given product. (1) Given the product [CH3:12][O:13][C:14]1[CH:15]=[C:16]([CH:19]=[CH:20][CH:21]=1)[CH2:17][N:1]1[CH:5]=[CH:4][N:3]=[CH:2]1, predict the reactants needed to synthesize it. The reactants are: [NH:1]1[CH:5]=[CH:4][N:3]=[CH:2]1.C([O-])([O-])=O.[Cs+].[Cs+].[CH3:12][O:13][C:14]1[CH:15]=[C:16]([CH:19]=[CH:20][CH:21]=1)[CH2:17]Br. (2) The reactants are: [C:1]([O:9][CH2:10][CH3:11])(=[O:8])[CH2:2][C:3]([O:5][CH2:6][CH3:7])=[O:4].[C:12](OCC)(=[O:15])[CH:13]=[CH2:14].[CH3:19]C(C)([O-])C.[K+].Cl.[CH3:26][CH2:27][O:28][C:29]([CH3:31])=[O:30]. Given the product [OH:15][C:12]1[CH2:13][CH2:14][C:2]([C:3]([O:5][CH2:6][CH3:7])=[O:4])([C:1]([O:9][CH2:10][CH3:11])=[O:8])[CH2:19][C:31]=1[C:29]([O:28][CH2:27][CH3:26])=[O:30], predict the reactants needed to synthesize it. (3) Given the product [Br:18][C:12]1[N:11]([S:8]([N:7]([CH3:16])[CH3:6])(=[O:9])=[O:10])[CH:15]=[CH:14][N:13]=1, predict the reactants needed to synthesize it. The reactants are: [Li]CCCC.[CH3:6][N:7]([CH3:16])[S:8]([N:11]1[CH:15]=[CH:14][N:13]=[CH:12]1)(=[O:10])=[O:9].C(Br)(Br)(Br)[Br:18].O. (4) Given the product [Cl:43][C:39]1[C:38]([C:44]([F:45])([F:46])[F:47])=[C:37]([CH:42]=[CH:41][CH:40]=1)[CH2:36][N:16]1[C:17](=[O:25])[C:18]([C:20]([O:22][CH2:23][CH3:24])=[O:21])=[CH:19][N:14]([C:12]2[CH:11]=[CH:10][C:9]3[N:5]([CH2:4][CH:1]4[CH2:3][CH2:2]4)[CH:6]=[N:7][C:8]=3[CH:13]=2)[C:15]1=[O:26], predict the reactants needed to synthesize it. The reactants are: [CH:1]1([CH2:4][N:5]2[C:9]3[CH:10]=[CH:11][C:12]([N:14]4[CH:19]=[C:18]([C:20]([O:22][CH2:23][CH3:24])=[O:21])[C:17](=[O:25])[NH:16][C:15]4=[O:26])=[CH:13][C:8]=3[N:7]=[CH:6]2)[CH2:3][CH2:2]1.C(=O)([O-])[O-].[K+].[K+].[I-].[K+].Br[CH2:36][C:37]1[CH:42]=[CH:41][CH:40]=[C:39]([Cl:43])[C:38]=1[C:44]([F:47])([F:46])[F:45].